From a dataset of Full USPTO retrosynthesis dataset with 1.9M reactions from patents (1976-2016). Predict the reactants needed to synthesize the given product. (1) Given the product [CH2:1]([CH:5]1[CH2:6][CH2:7][CH:8]([C:11]([O:13][C:14]2[CH:19]=[CH:18][C:17](/[CH:20]=[CH:21]/[C:22]([O:24][CH2:25][CH2:26][C:27]3[CH:32]=[CH:31][C:30]([NH2:33])=[CH:29][C:28]=3[NH2:36])=[O:23])=[CH:16][CH:15]=2)=[O:12])[CH2:9][CH2:10]1)[CH2:2][CH2:3][CH3:4], predict the reactants needed to synthesize it. The reactants are: [CH2:1]([CH:5]1[CH2:10][CH2:9][CH:8]([C:11]([O:13][C:14]2[CH:19]=[CH:18][C:17](/[CH:20]=[CH:21]/[C:22]([O:24][CH2:25][CH2:26][C:27]3[CH:32]=[CH:31][C:30]([N+:33]([O-])=O)=[CH:29][C:28]=3[N+:36]([O-])=O)=[O:23])=[CH:16][CH:15]=2)=[O:12])[CH2:7][CH2:6]1)[CH2:2][CH2:3][CH3:4].CCCCCC. (2) Given the product [NH:1]1[C:9]2[C:4](=[CH:5][CH:6]=[C:7]([OH:12])[CH:8]=2)[CH:3]=[N:2]1, predict the reactants needed to synthesize it. The reactants are: [NH:1]1[C:9]2[C:4](=[CH:5][CH:6]=[C:7](N)[CH:8]=2)[CH:3]=[N:2]1.N([O-])=[O:12].[Na+].B(O)(O)O.N. (3) The reactants are: [C:1]([CH:4]1[NH:9][CH2:8][CH2:7][N:6]([C:10]([O:12][C:13]([CH3:16])([CH3:15])[CH3:14])=[O:11])[CH2:5]1)(=[O:3])[NH2:2].CCN(CC)CC.[C:24](Cl)(=[O:27])[CH:25]=[CH2:26]. Given the product [C:24]([N:9]1[CH2:8][CH2:7][N:6]([C:10]([O:12][C:13]([CH3:16])([CH3:15])[CH3:14])=[O:11])[CH2:5][CH:4]1[C:1](=[O:3])[NH2:2])(=[O:27])[CH:25]=[CH2:26], predict the reactants needed to synthesize it. (4) Given the product [Cl:1][C:2]1[CH:3]=[CH:4][C:5]2[N:11]3[CH:12]=[CH:13][CH:14]=[C:10]3[CH:9]([CH2:15][C:16]([N:42]3[CH2:47][CH2:46][CH:45]([CH2:48][C:49]([O:51][CH2:52][CH3:53])=[O:50])[CH2:44][CH2:43]3)=[O:17])[O:8][CH:7]([C:19](=[O:28])[C:20]3[CH:25]=[CH:24][CH:23]=[C:22]([Cl:26])[C:21]=3[Cl:27])[C:6]=2[CH:29]=1, predict the reactants needed to synthesize it. The reactants are: [Cl:1][C:2]1[CH:3]=[CH:4][C:5]2[N:11]3[CH:12]=[CH:13][CH:14]=[C:10]3[CH:9]([CH2:15][C:16](O)=[O:17])[O:8][CH:7]([C:19](=[O:28])[C:20]3[CH:25]=[CH:24][CH:23]=[C:22]([Cl:26])[C:21]=3[Cl:27])[C:6]=2[CH:29]=1.Cl.C(N=C=NCCCN(C)C)C.[NH:42]1[CH2:47][CH2:46][CH:45]([CH2:48][C:49]([O:51][CH2:52][CH3:53])=[O:50])[CH2:44][CH2:43]1.O.ON1C2C=CC=CC=2N=N1.